This data is from Reaction yield outcomes from USPTO patents with 853,638 reactions. The task is: Predict the reaction yield, written as a fraction of the theoretical maximum amount of product (1.0 means a 100% yield; for example, 0.34 means a 34% yield). (1) The reactants are [OH-].[Na+].C[O:4][C:5](=[O:37])[CH2:6][O:7][C:8]1[CH:17]=[CH:16][C:15]2[C:10](=[CH:11][CH:12]=[C:13]([CH2:18][NH:19][C:20]([C:22]3[CH:23]=[N:24][N:25]([C:30]4[CH:35]=[CH:34][C:33]([Cl:36])=[CH:32][CH:31]=4)[C:26]=3[CH2:27][CH2:28][CH3:29])=[O:21])[CH:14]=2)[CH:9]=1.O.Cl. The catalyst is CO. The product is [Cl:36][C:33]1[CH:34]=[CH:35][C:30]([N:25]2[C:26]([CH2:27][CH2:28][CH3:29])=[C:22]([C:20]([NH:19][CH2:18][C:13]3[CH:14]=[C:15]4[C:10](=[CH:11][CH:12]=3)[CH:9]=[C:8]([O:7][CH2:6][C:5]([OH:37])=[O:4])[CH:17]=[CH:16]4)=[O:21])[CH:23]=[N:24]2)=[CH:31][CH:32]=1. The yield is 0.940. (2) The reactants are [Cl:1][C:2]1[CH:3]=[C:4]([CH:7]=[C:8]([Cl:27])[C:9]=1[O:10][C:11]1[CH:16]=[CH:15][C:14]([O:17]C)=[C:13]([CH2:19][C:20]2[CH:25]=[CH:24][C:23]([F:26])=[CH:22][CH:21]=2)[CH:12]=1)[CH2:5]O.B(Br)(Br)[Br:29]. The catalyst is C(Cl)Cl. The product is [Cl:1][C:2]1[CH:3]=[C:4]([CH:7]=[C:8]([Cl:27])[C:9]=1[O:10][C:11]1[CH:16]=[CH:15][C:14]([OH:17])=[C:13]([CH2:19][C:20]2[CH:25]=[CH:24][C:23]([F:26])=[CH:22][CH:21]=2)[CH:12]=1)[CH2:5][Br:29]. The yield is 0.670. (3) The reactants are O[CH2:2][CH2:3][CH2:4][C:5]1[CH:12]=[CH:11][C:8]([C:9]#[N:10])=[CH:7][CH:6]=1.C1(P(C2C=CC=CC=2)C2C=CC=CC=2)C=CC=CC=1.C(Br)(Br)(Br)[Br:33]. The catalyst is C(Cl)Cl. The product is [Br:33][CH2:2][CH2:3][CH2:4][C:5]1[CH:12]=[CH:11][C:8]([C:9]#[N:10])=[CH:7][CH:6]=1. The yield is 0.690. (4) The reactants are [N+:1]([C:4]1[CH:9]=[CH:8][C:7]([N:10]2[CH:14]3[CH2:15][CH2:16][CH:11]2[CH2:12][CH2:13]3)=[CH:6][C:5]=1[C:17]([F:20])([F:19])[F:18])([O-])=O. The catalyst is [Pd]. The product is [CH:11]12[N:10]([C:7]3[CH:8]=[CH:9][C:4]([NH2:1])=[C:5]([C:17]([F:20])([F:18])[F:19])[CH:6]=3)[CH:14]([CH2:13][CH2:12]1)[CH2:15][CH2:16]2. The yield is 0.910. (5) The yield is 0.990. The product is [CH3:1][N:2]([CH3:19])[C:3]([C:5]1[C:9]([NH2:10])=[CH:8][N:7]([C:13]2[CH:18]=[CH:17][CH:16]=[CH:15][N:14]=2)[N:6]=1)=[O:4]. The reactants are [CH3:1][N:2]([CH3:19])[C:3]([C:5]1[C:9]([N+:10]([O-])=O)=[CH:8][N:7]([C:13]2[CH:18]=[CH:17][CH:16]=[CH:15][N:14]=2)[N:6]=1)=[O:4]. The catalyst is C1COCC1.[Pd]. (6) The reactants are [CH3:1][O:2][C:3]([C:5]1[C:18]([NH:19][C:20]2[CH:25]=[CH:24][C:23]([Br:26])=[CH:22][C:21]=2[Cl:27])=[C:17]([F:28])[C:8]2[N:9]=[CH:10][N:11]([CH2:12][CH2:13][C:14](O)=[O:15])[C:7]=2[CH:6]=1)=[O:4].[CH:29]1[CH:30]=CC2N(O)N=[N:35][C:33]=2[CH:34]=1.O.CCN(CC)CC.N1CCCC1.CCN=C=NCCCN(C)C. The catalyst is CN(C=O)C.CCOC(C)=O.O. The product is [CH3:1][O:2][C:3]([C:5]1[C:18]([NH:19][C:20]2[CH:25]=[CH:24][C:23]([Br:26])=[CH:22][C:21]=2[Cl:27])=[C:17]([F:28])[C:8]2[N:9]=[CH:10][N:11]([CH2:12][CH2:13][C:14](=[O:15])[N:35]3[CH2:30][CH2:29][CH2:34][CH2:33]3)[C:7]=2[CH:6]=1)=[O:4]. The yield is 0.670. (7) The reactants are [Cl:1][C:2]1[S:6][C:5]([C:7]2[N:11]([C:12]3[CH:17]=[CH:16][C:15]([Cl:18])=[CH:14][C:13]=3[Cl:19])[N:10]=[C:9]([C:20](Cl)=[O:21])[C:8]=2[CH3:23])=[CH:4][CH:3]=1.[CH3:24][C:25]([CH3:30])([CH3:29])[C:26]([NH2:28])=[O:27].C[Si]([N-][Si](C)(C)C)(C)C.[Li+]. No catalyst specified. The product is [CH3:24][C:25]([CH3:30])([CH3:29])[C:26]([NH:28][C:20]([C:9]1[C:8]([CH3:23])=[C:7]([C:5]2[S:6][C:2]([Cl:1])=[CH:3][CH:4]=2)[N:11]([C:12]2[CH:17]=[CH:16][C:15]([Cl:18])=[CH:14][C:13]=2[Cl:19])[N:10]=1)=[O:21])=[O:27]. The yield is 0.990. (8) The reactants are [NH2:1][C:2]1[CH:3]=[C:4]([CH:21]=[CH:22][CH:23]=1)[O:5][C:6]1[CH:7]=[CH:8][C:9]2[N:10]([CH:12]=[C:13]([NH:15][C:16]([CH:18]3[CH2:20][CH2:19]3)=[O:17])[N:14]=2)[N:11]=1.[C:24]([C:26]1([C:29]2[CH:30]=[C:31]([CH:35]=[CH:36][CH:37]=2)[C:32](O)=[O:33])[CH2:28][CH2:27]1)#[N:25].Cl.CN(C)CCCN=C=NCC.ON1C2C=CC=CC=2N=N1. The catalyst is CN(C)C=O. The product is [C:24]([C:26]1([C:29]2[CH:30]=[C:31]([CH:35]=[CH:36][CH:37]=2)[C:32]([NH:1][C:2]2[CH:23]=[CH:22][CH:21]=[C:4]([O:5][C:6]3[CH:7]=[CH:8][C:9]4[N:10]([CH:12]=[C:13]([NH:15][C:16]([CH:18]5[CH2:20][CH2:19]5)=[O:17])[N:14]=4)[N:11]=3)[CH:3]=2)=[O:33])[CH2:27][CH2:28]1)#[N:25]. The yield is 0.470.